This data is from Reaction yield outcomes from USPTO patents with 853,638 reactions. The task is: Predict the reaction yield, written as a fraction of the theoretical maximum amount of product (1.0 means a 100% yield; for example, 0.34 means a 34% yield). (1) The product is [NH2:1][C:2]1[N:7]=[CH:6][N:5]=[C:4]2[N:8]([CH:12]([C:14]3[O:15][C:16]4[C:21]([C:22](=[O:31])[C:23]=3[C:24]3[CH:29]=[CH:28][CH:27]=[C:26]([F:30])[CH:25]=3)=[CH:20][CH:19]=[CH:18][CH:17]=4)[CH3:13])[N:9]=[C:10]([C:35]3[CH:36]=[CH:37][CH:38]=[CH:39][C:34]=3[CH2:33][OH:32])[C:3]=12. The yield is 0.310. The catalyst is CN(C=O)C.C(O)C.O. The reactants are [NH2:1][C:2]1[N:7]=[CH:6][N:5]=[C:4]2[N:8]([CH:12]([C:14]3[O:15][C:16]4[C:21]([C:22](=[O:31])[C:23]=3[C:24]3[CH:29]=[CH:28][CH:27]=[C:26]([F:30])[CH:25]=3)=[CH:20][CH:19]=[CH:18][CH:17]=4)[CH3:13])[N:9]=[C:10](I)[C:3]=12.[OH:32][CH2:33][C:34]1[CH:39]=[CH:38][CH:37]=[CH:36][C:35]=1B(O)O.C(=O)([O-])[O-].[Na+].[Na+].ClCCl. (2) The reactants are [Cl:1][C:2]1[CH:10]=[CH:9][CH:8]=[C:7]2[C:3]=1[C:4]([C:15]([OH:17])=O)=[CH:5][N:6]2[CH2:11][CH2:12][O:13][CH3:14].[F:18][C:19]([F:29])([F:28])[C:20]1[CH:27]=[CH:26][C:23]([CH2:24][NH2:25])=[CH:22][CH:21]=1.N1(O)C2C=CC=CC=2N=N1.C(Cl)CCl. The catalyst is C1COCC1. The product is [F:18][C:19]([F:28])([F:29])[C:20]1[CH:27]=[CH:26][C:23]([CH2:24][NH:25][C:15]([C:4]2[C:3]3[C:7](=[CH:8][CH:9]=[CH:10][C:2]=3[Cl:1])[N:6]([CH2:11][CH2:12][O:13][CH3:14])[CH:5]=2)=[O:17])=[CH:22][CH:21]=1. The yield is 0.249. (3) The reactants are [CH3:1][N:2]([C:14]1[CH:19]=[CH:18][CH:17]=[CH:16][CH:15]=1)[S:3]([C:6]1[N:7]=[N:8][C:9]([O:12]C)=[CH:10][CH:11]=1)(=[O:5])=[O:4].Cl. The catalyst is O1CCOCC1. The product is [CH3:1][N:2]([C:14]1[CH:19]=[CH:18][CH:17]=[CH:16][CH:15]=1)[S:3]([C:6]1[CH:11]=[CH:10][C:9](=[O:12])[NH:8][N:7]=1)(=[O:4])=[O:5]. The yield is 0.750. (4) The reactants are [Cl:1][C:2]1[CH:7]=[CH:6][CH:5]=[C:4]([Cl:8])[C:3]=1[C:9]1[C:13]([C:14]([OH:16])=[O:15])=[C:12]([CH3:17])[O:11][N:10]=1.[Li][CH2:19][CH2:20][CH2:21]C.C(I)C=C.[OH-].[Na+].Cl. The catalyst is C1COCC1. The product is [CH2:17]([C:12]1[O:11][N:10]=[C:9]([C:3]2[C:2]([Cl:1])=[CH:7][CH:6]=[CH:5][C:4]=2[Cl:8])[C:13]=1[C:14]([OH:16])=[O:15])[CH2:21][CH:20]=[CH2:19]. The yield is 0.630. (5) The yield is 0.410. The reactants are [N+:1]([O-:4])([OH:3])=[O:2].S(=O)(=O)(O)O.[CH3:10][C:11]1[N:12]=[C:13]([C:19]2[CH:20]=[N:21][CH:22]=[CH:23][CH:24]=2)[S:14][C:15]=1[CH2:16][CH2:17]O.[OH-].[Na+]. The product is [CH3:10][C:11]1[N:12]=[C:13]([C:19]2[CH:20]=[N:21][CH:22]=[CH:23][CH:24]=2)[S:14][C:15]=1[CH2:16][CH2:17][O:2][N+:1]([O-:4])=[O:3]. The catalyst is O. (6) The reactants are [F:1][C:2]1[C:7]([F:8])=[CH:6][CH:5]=[CH:4][C:3]=1[C:9]1[N:17]=[C:12]2[CH:13]=[N:14][NH:15][CH:16]=[C:11]2[N:10]=1.C([O-])([O-])=O.[K+].[K+].Br[CH:25]([C:30]1[CH:31]=[N:32][C:33]([C:36]2[CH:41]=[CH:40][C:39]([O:42][CH2:43][CH2:44][CH3:45])=[CH:38][C:37]=2[C:46]([F:49])([F:48])[F:47])=[N:34][CH:35]=1)[C:26]([O:28][CH3:29])=[O:27].CC(O)=O. The catalyst is CN(C=O)C.CCOC(C)=O. The product is [F:1][C:2]1[C:7]([F:8])=[CH:6][CH:5]=[CH:4][C:3]=1[C:9]1[N:17]=[C:12]2[CH:13]=[N:14][N:15]([CH:25]([C:30]3[CH:35]=[N:34][C:33]([C:36]4[CH:41]=[CH:40][C:39]([O:42][CH2:43][CH2:44][CH3:45])=[CH:38][C:37]=4[C:46]([F:48])([F:49])[F:47])=[N:32][CH:31]=3)[C:26]([O:28][CH3:29])=[O:27])[CH:16]=[C:11]2[N:10]=1. The yield is 0.490. (7) The reactants are C[C:2]1[N:3]([C@@H:8]([CH2:12][CH2:13][CH2:14][CH2:15]O)[C:9]([OH:11])=O)[C:4]([CH3:7])=[CH:5][CH:6]=1.[CH3:17][S:18]([N:21]1[CH2:26][CH2:25][NH:24][CH2:23][CH2:22]1)(=[O:20])=[O:19].ClCCl.[CH:30]1C=CC2N(O)N=NC=2[CH:35]=1.NO.Cl.NO.C(Cl)(=[O:52])C1C=CC=CC=1.N[C@@H](CCCCO)C(N1CCN(S(C)(=O)=O)CC1)=O.O=C(N1CCCC1)[C@@H](NC(=O)C1C=CC=CC=1)CCCCN[C@@H]1C[C@H]1C1C=CC=CC=1.CS(N1CCN(C(=O)[C@@H](NC(=O)C2C=CC=CC=2)CCCC=O)CC1)(=O)=O.[F:131][C:132]1[CH:137]=[CH:136][C:135]([C@@H:138]2[CH2:140][C@H:139]2[NH2:141])=[CH:134][CH:133]=1. The catalyst is C(N=C=NCCCN(C)C)C.C(O)C.O.O1CCCC1.CCN(CC)CC. The product is [F:131][C:132]1[CH:133]=[CH:134][C:135]([C@@H:138]2[CH2:140][C@H:139]2[NH:141][CH2:15][CH2:14][CH2:13][CH2:12][C@H:8]([NH:3][C:2](=[O:52])[C:6]2[CH:5]=[CH:4][CH:7]=[CH:35][CH:30]=2)[C:9]([N:24]2[CH2:25][CH2:26][N:21]([S:18]([CH3:17])(=[O:20])=[O:19])[CH2:22][CH2:23]2)=[O:11])=[CH:136][CH:137]=1. The yield is 0.140. (8) The reactants are Br[C:2]1[CH:7]=[CH:6][C:5]([CH:8]2[CH2:13][CH2:12][N:11]([C:14]([O:16][C:17]([CH3:20])([CH3:19])[CH3:18])=[O:15])[CH2:10][CH2:9]2)=[CH:4][CH:3]=1.[CH3:21][C:22]1([CH3:29])[C:26]([CH3:28])([CH3:27])[O:25][BH:24][O:23]1.C(N(CC)CC)C.C1(P(C2CCCCC2)C2C=CC=CC=2C2C(OC)=CC=CC=2OC)CCCCC1. The catalyst is O1CCOCC1. The product is [CH3:21][C:22]1([CH3:29])[C:26]([CH3:28])([CH3:27])[O:25][B:24]([C:2]2[CH:7]=[CH:6][C:5]([CH:8]3[CH2:13][CH2:12][N:11]([C:14]([O:16][C:17]([CH3:20])([CH3:19])[CH3:18])=[O:15])[CH2:10][CH2:9]3)=[CH:4][CH:3]=2)[O:23]1. The yield is 0.594. (9) The reactants are [Br:1][C:2]1[CH:7]=[CH:6][C:5]([C:8]2[N:9]=[C:10]([NH:13][C@H:14]([C:19](OC)=[O:20])[C:15]([F:18])([F:17])[F:16])[S:11][CH:12]=2)=[CH:4][CH:3]=1.[H-].[Al+3].[Li+].[H-].[H-].[H-]. The catalyst is O1CCCC1. The product is [Br:1][C:2]1[CH:7]=[CH:6][C:5]([C:8]2[N:9]=[C:10]([NH:13][CH:14]([C:15]([F:17])([F:16])[F:18])[CH2:19][OH:20])[S:11][CH:12]=2)=[CH:4][CH:3]=1. The yield is 0.680. (10) The reactants are [Br:1][C:2]1[CH:3]=[C:4]([N+:15]([O-])=O)[CH:5]=[C:6]2[C:11]=1[N:10]=[CH:9][C:8]([C:12]#[N:13])=[C:7]2Cl.[Cl:18][C:19]1[CH:20]=[C:21]([CH:23]=[CH:24][C:25]=1[F:26])[NH2:22].O.O.[Sn](Cl)(Cl)(Cl)Cl. The catalyst is CCO. The product is [NH2:15][C:4]1[CH:5]=[C:6]2[C:11](=[C:2]([Br:1])[CH:3]=1)[N:10]=[CH:9][C:8]([C:12]#[N:13])=[C:7]2[NH:22][C:21]1[CH:23]=[CH:24][C:25]([F:26])=[C:19]([Cl:18])[CH:20]=1. The yield is 0.500.